This data is from Full USPTO retrosynthesis dataset with 1.9M reactions from patents (1976-2016). The task is: Predict the reactants needed to synthesize the given product. Given the product [CH3:44][N:37]1[CH2:38][CH2:39][N:40]([CH3:43])[C:41](=[O:42])[CH:36]1[C:33]1[CH:34]=[CH:35][C:30]([NH:29][C:23]2[C:24](=[O:28])[N:25]([CH3:27])[CH:26]=[C:21]([C:17]3[C:16]([CH3:45])=[C:15]([NH:14][C:6]([C:5]4[S:1][C:2]5[CH:12]6[CH2:13][CH:9]([C:3]=5[CH:4]=4)[CH2:10][CH2:11]6)=[O:8])[CH:20]=[CH:19][CH:18]=3)[N:22]=2)=[CH:31][CH:32]=1, predict the reactants needed to synthesize it. The reactants are: [S:1]1[C:5]([C:6]([OH:8])=O)=[CH:4][C:3]2[CH:9]3[CH2:13][CH:12]([C:2]1=2)[CH2:11][CH2:10]3.[NH2:14][C:15]1[C:16]([CH3:45])=[C:17]([C:21]2[N:22]=[C:23]([NH:29][C:30]3[CH:35]=[CH:34][C:33]([CH:36]4[C:41](=[O:42])[N:40]([CH3:43])[CH2:39][CH2:38][N:37]4[CH3:44])=[CH:32][CH:31]=3)[C:24](=[O:28])[N:25]([CH3:27])[CH:26]=2)[CH:18]=[CH:19][CH:20]=1.C(N(CC)C(C)C)(C)C.F[P-](F)(F)(F)(F)F.N1(O[P+](N(C)C)(N(C)C)N(C)C)C2C=CC=CC=2N=N1.